Regression. Given two drug SMILES strings and cell line genomic features, predict the synergy score measuring deviation from expected non-interaction effect. From a dataset of NCI-60 drug combinations with 297,098 pairs across 59 cell lines. Drug 1: CCC1=CC2CC(C3=C(CN(C2)C1)C4=CC=CC=C4N3)(C5=C(C=C6C(=C5)C78CCN9C7C(C=CC9)(C(C(C8N6C)(C(=O)OC)O)OC(=O)C)CC)OC)C(=O)OC.C(C(C(=O)O)O)(C(=O)O)O. Drug 2: B(C(CC(C)C)NC(=O)C(CC1=CC=CC=C1)NC(=O)C2=NC=CN=C2)(O)O. Cell line: SK-MEL-28. Synergy scores: CSS=34.6, Synergy_ZIP=1.05, Synergy_Bliss=0.614, Synergy_Loewe=-1.97, Synergy_HSA=-1.85.